This data is from Full USPTO retrosynthesis dataset with 1.9M reactions from patents (1976-2016). The task is: Predict the reactants needed to synthesize the given product. (1) Given the product [Cl:19][C:20]1[CH:21]=[C:22]([C:27]2[CH:35]=[C:34]3[C:30]([C:31]([NH:44][C:45](=[O:49])[CH2:46][CH2:47][CH3:48])=[N:32][NH:33]3)=[CH:29][CH:28]=2)[CH:23]=[C:24]([Cl:26])[CH:25]=1, predict the reactants needed to synthesize it. The reactants are: [F-].C([N+](CCCC)(CCCC)CCCC)CCC.[Cl:19][C:20]1[CH:21]=[C:22]([C:27]2[CH:35]=[C:34]3[C:30]([C:31]([NH:44][C:45](=[O:49])[CH2:46][CH2:47][CH3:48])=[N:32][N:33]3COCC[Si](C)(C)C)=[CH:29][CH:28]=2)[CH:23]=[C:24]([Cl:26])[CH:25]=1.C(OCC)(=O)C. (2) The reactants are: [C:1]1([CH2:7][CH2:8][SH:9])[CH:6]=[CH:5][CH:4]=[CH:3][CH:2]=1.Br[CH2:11][CH2:12][CH2:13][CH2:14][CH2:15][CH2:16][CH2:17][OH:18]. Given the product [CH2:8]([S:9][CH2:11][CH2:12][CH2:13][CH2:14][CH2:15][CH2:16][CH2:17][OH:18])[CH2:7][C:1]1[CH:6]=[CH:5][CH:4]=[CH:3][CH:2]=1, predict the reactants needed to synthesize it. (3) The reactants are: [Cl:1][C:2]1[C:3]([C:9](=[O:22])[CH:10]([C:15]2[CH:20]=[CH:19][CH:18]=[CH:17][C:16]=2[F:21])C(OC)=O)=[N:4][CH:5]=[C:6]([Cl:8])[CH:7]=1.[Cl-].[Na+].CS(C)=O. Given the product [Cl:1][C:2]1[C:3]([C:9](=[O:22])[CH2:10][C:15]2[CH:20]=[CH:19][CH:18]=[CH:17][C:16]=2[F:21])=[N:4][CH:5]=[C:6]([Cl:8])[CH:7]=1, predict the reactants needed to synthesize it. (4) Given the product [CH2:13]([C:15](=[CH:18][CH2:19][CH:20]1[CH2:24][CH:23]=[C:22]([CH3:25])[C:21]1([CH3:26])[CH3:27])[CH2:16][O:17][C:7](=[O:12])[CH:6]=[CH:5][C:4]1[CH:3]=[C:2]([CH3:1])[CH:11]=[CH:10][C:9]=1[OH:8])[CH3:14], predict the reactants needed to synthesize it. The reactants are: [CH3:1][C:2]1[CH:3]=[C:4]2[C:9](=[CH:10][CH:11]=1)[O:8][C:7](=[O:12])[CH:6]=[CH:5]2.[CH2:13]([C:15](=[CH:18][CH2:19][CH:20]1[CH2:24][CH:23]=[C:22]([CH3:25])[C:21]1([CH3:27])[CH3:26])[CH2:16][OH:17])[CH3:14].[H-].[Na+]. (5) Given the product [CH3:7][C:6]([N+:3]([O-:5])=[O:4])([CH2:8][CH3:9])[CH2:1][OH:2], predict the reactants needed to synthesize it. The reactants are: [CH2:1]=[O:2].[N+:3]([CH:6]([CH2:8][CH3:9])[CH3:7])([O-:5])=[O:4]. (6) Given the product [F:37][C:38]1[CH:39]=[C:40]2[C:44](=[CH:45][CH:46]=1)[N:43]([C:15]([C:14]1[C:9]([NH:8][CH2:1][C:2]3[CH:7]=[CH:6][C:5]([F:55])=[CH:4][CH:3]=3)=[N:10][CH:11]=[CH:12][CH:13]=1)=[O:16])[CH2:42][CH2:41]2, predict the reactants needed to synthesize it. The reactants are: [CH2:1]([NH:8][C:9]1[C:14]([C:15](N2C3C(=CC(Cl)=CC=3)CC2)=[O:16])=[CH:13][CH:12]=[CH:11][N:10]=1)[C:2]1[CH:7]=[CH:6][CH:5]=[CH:4][CH:3]=1.ClC1C=C2C(=CC=1)NCC2.[F:37][C:38]1[CH:39]=[C:40]2[C:44](=[CH:45][CH:46]=1)[NH:43][CH2:42][CH2:41]2.C(N)C1C=CC=CC=1.[F:55]C1C=CC(CN)=CC=1.